Predict the reaction yield, written as a fraction of the theoretical maximum amount of product (1.0 means a 100% yield; for example, 0.34 means a 34% yield). From a dataset of Reaction yield outcomes from USPTO patents with 853,638 reactions. (1) The reactants are CO[C:3](=[O:20])[C:4]([OH:19])=[CH:5][C:6](=[O:18])[N:7]([CH2:10][C:11]1[CH:16]=[CH:15][C:14]([F:17])=[CH:13][CH:12]=1)[O:8][CH3:9].[CH2:21]=O.[NH2:23][CH2:24][CH2:25][N:26]1[CH2:31][CH2:30][NH:29][CH2:28][CH2:27]1. No catalyst specified. The product is [F:17][C:14]1[CH:13]=[CH:12][C:11]([CH2:10][N:7]([O:8][CH3:9])[C:6]([C:5]2[CH2:21][N:23]([CH2:24][CH2:25][N:26]3[CH2:31][CH2:30][NH:29][CH2:28][CH2:27]3)[C:3](=[O:20])[C:4]=2[OH:19])=[O:18])=[CH:16][CH:15]=1. The yield is 0.0430. (2) The reactants are O1C2([CH2:10][CH2:9][C:8](=[O:11])[CH2:7][CH2:6]2)OCC1.[H-].[Na+].I[CH3:15].[C:16]([O:19][CH2:20][CH3:21])(=[O:18])[CH3:17]. The catalyst is C1COCC1. The product is [CH3:15][C:7]1([CH3:6])[C:8](=[O:11])[CH2:9][CH2:10][C:16]2([O:18][CH2:21][CH2:20][O:19]2)[CH2:17]1. The yield is 0.400. (3) The reactants are [F:1][C:2]1[CH:3]=[C:4]([CH:11]=[C:12](B2OC(C)(C)C(C)(C)O2)[CH:13]=1)[CH2:5][NH:6][S:7]([CH3:10])(=[O:9])=[O:8].Cl[C:24]1[CH:29]=[CH:28][N:27]=[C:26]([NH2:30])[C:25]=1[N+:31]([O-:33])=[O:32].C([O-])([O-])=O.[Na+].[Na+].CCOC(C)=O. The catalyst is O1CCOCC1.O.C1C=CC(P(C2C=CC=CC=2)[C-]2C=CC=C2)=CC=1.C1C=CC(P(C2C=CC=CC=2)[C-]2C=CC=C2)=CC=1.Cl[Pd]Cl.[Fe+2]. The product is [NH2:30][C:26]1[C:25]([N+:31]([O-:33])=[O:32])=[C:24]([C:12]2[CH:11]=[C:4]([CH:3]=[C:2]([F:1])[CH:13]=2)[CH2:5][NH:6][S:7]([CH3:10])(=[O:8])=[O:9])[CH:29]=[CH:28][N:27]=1. The yield is 0.374. (4) The reactants are C[O:2][C:3](=[O:19])[C:4]1[CH:9]=[CH:8][CH:7]=[CH:6][C:5]=1[NH:10][CH2:11][C:12]1[CH:17]=[CH:16][C:15](=[O:18])[NH:14][CH:13]=1.[OH-].[Na+].Cl.C(O)C. The catalyst is CN(C)C=O. The product is [O:18]=[C:15]1[NH:14][CH:13]=[C:12]([CH2:11][NH:10][C:5]2[CH:6]=[CH:7][CH:8]=[CH:9][C:4]=2[C:3]([OH:19])=[O:2])[CH:17]=[CH:16]1. The yield is 0.935. (5) The reactants are [CH3:1][O:2][C:3]1[CH:4]=[C:5]2[C:10](=[CH:11][C:12]=1[O:13][CH3:14])[N:9]=[CH:8][N:7]=[C:6]2[S:15][C:16]1[CH:17]=[C:18]([CH:20]=[CH:21][CH:22]=1)[NH2:19].[C:23]([C:27]1[CH:31]=[C:30]([NH:32][C:33](=O)[O:34]C2C=CC=CC=2)[N:29]([C:42]2[CH:43]=[N:44][CH:45]=[C:46]([F:48])[CH:47]=2)[N:28]=1)([CH3:26])([CH3:25])[CH3:24]. The catalyst is C1COCC1.CN(C1C=CN=CC=1)C. The product is [C:23]([C:27]1[CH:31]=[C:30]([NH:32][C:33]([NH:19][C:18]2[CH:20]=[CH:21][CH:22]=[C:16]([S:15][C:6]3[C:5]4[C:10](=[CH:11][C:12]([O:13][CH3:14])=[C:3]([O:2][CH3:1])[CH:4]=4)[N:9]=[CH:8][N:7]=3)[CH:17]=2)=[O:34])[N:29]([C:42]2[CH:43]=[N:44][CH:45]=[C:46]([F:48])[CH:47]=2)[N:28]=1)([CH3:26])([CH3:24])[CH3:25]. The yield is 0.620. (6) The reactants are [C:1]([CH:6]=P(C1C=CC=CC=1)(C1C=CC=CC=1)C1C=CC=CC=1)([O:3]CC)=[O:2].[F:26][C:27]([F:43])([F:42])[C:28]([NH:30][C:31]1[CH:36]=[C:35]([F:37])[CH:34]=[CH:33][C:32]=1[O:38][CH2:39][CH2:40][CH3:41])=O. The catalyst is C1(C)C=CC=CC=1. The product is [F:26][C:27]([F:43])([F:42])[C:28]([NH:30][C:31]1[CH:36]=[C:35]([F:37])[CH:34]=[CH:33][C:32]=1[O:38][CH2:39][CH2:40][CH3:41])=[CH:6][C:1]([OH:3])=[O:2]. The yield is 0.990.